This data is from Forward reaction prediction with 1.9M reactions from USPTO patents (1976-2016). The task is: Predict the product of the given reaction. (1) Given the reactants Br[C:2]1[CH:7]=[CH:6][C:5]([C:8]2[N:9]=[CH:10][C:11]([NH2:14])=[N:12][CH:13]=2)=[C:4]([F:15])[CH:3]=1.C([O-])([O-])=O.[K+].[K+].[CH3:22][CH:23]([S:25]([NH:28][C:29]1[CH:34]=[CH:33][CH:32]=[CH:31][C:30]=1B(O)O)(=[O:27])=[O:26])[CH3:24], predict the reaction product. The product is: [NH2:14][C:11]1[N:12]=[CH:13][C:8]([C:5]2[CH:6]=[CH:7][C:2]([C:30]3[CH:31]=[CH:32][CH:33]=[CH:34][C:29]=3[NH:28][S:25]([CH:23]([CH3:24])[CH3:22])(=[O:27])=[O:26])=[CH:3][C:4]=2[F:15])=[N:9][CH:10]=1. (2) Given the reactants C([N:5]1[CH2:8][C:7]([N+:12]([O-:14])=[O:13])([N+:9]([O-:11])=[O:10])[CH2:6]1)(C)(C)C.B(F)(F)F.CCOCC.[F:31][C:30]([F:33])([F:32])C(OC(=O)[C:30]([F:33])([F:32])[F:31])=O, predict the reaction product. The product is: [F:33][C:30]([F:31])([F:32])[N:5]1[CH2:8][C:7]([N+:12]([O-:14])=[O:13])([N+:9]([O-:11])=[O:10])[CH2:6]1. (3) The product is: [C:8]([C:7]1[C:6](=[O:10])[NH:5][C:4]2[S:11][CH:12]=[C:13]([C:14]3[CH:15]=[CH:16][C:17]([C:20]4[CH:25]=[CH:24][CH:23]=[CH:22][C:21]=4[O:26][CH2:34][C:35]([OH:37])=[O:36])=[CH:18][CH:19]=3)[C:3]=2[C:2]=1[OH:1])#[N:9]. Given the reactants [OH:1][C:2]1[C:3]2[C:13]([C:14]3[CH:19]=[CH:18][C:17]([C:20]4[CH:25]=[CH:24][CH:23]=[CH:22][C:21]=4[OH:26])=[CH:16][CH:15]=3)=[CH:12][S:11][C:4]=2[NH:5][C:6](=[O:10])[C:7]=1[C:8]#[N:9].C(=O)([O-])[O-].[K+].[K+].Br[CH2:34][C:35]([O:37]CC)=[O:36], predict the reaction product. (4) Given the reactants [CH3:1][C:2]1[CH:18]=[CH:17][C:5]([C:6]([NH:8][CH2:9][CH2:10][CH2:11][CH2:12][CH2:13][C:14]([OH:16])=O)=[O:7])=[CH:4][CH:3]=1.[C:19]1([NH2:26])[CH:24]=[CH:23][CH:22]=[CH:21][C:20]=1[NH2:25].CCN=C=NCCCN(C)C.C1C=CC2N(O)N=NC=2C=1.C(N(CC)CC)C, predict the reaction product. The product is: [NH2:25][C:20]1[CH:21]=[CH:22][CH:23]=[CH:24][C:19]=1[NH:26][C:14](=[O:16])[CH2:13][CH2:12][CH2:11][CH2:10][CH2:9][NH:8][C:6](=[O:7])[C:5]1[CH:4]=[CH:3][C:2]([CH3:1])=[CH:18][CH:17]=1. (5) The product is: [Cl:1][C:2]1[CH:7]=[C:6]2[NH:8][C:9](=[O:31])[C:10]3([CH:15]([C:16]4[CH:21]=[CH:20][CH:19]=[C:18]([Cl:22])[CH:17]=4)[CH2:14][CH2:13][NH:12][CH:11]3[C:24]3[CH:29]=[CH:28][CH:27]=[C:26]([F:30])[CH:25]=3)[C:5]2=[CH:4][CH:3]=1. Given the reactants [Cl:1][C:2]1[CH:7]=[C:6]2[NH:8][C:9](=[O:31])[C:10]3([CH:15]([C:16]4[CH:21]=[CH:20][CH:19]=[C:18]([Cl:22])[CH:17]=4)[CH2:14][C:13](=O)[NH:12][CH:11]3[C:24]3[CH:29]=[CH:28][CH:27]=[C:26]([F:30])[CH:25]=3)[C:5]2=[CH:4][CH:3]=1.[BH4-].[Na+], predict the reaction product. (6) Given the reactants [OH:1][CH2:2][CH2:3][N:4]([CH2:26][CH2:27][OH:28])[C:5]1[C:6]([S:21]([CH2:24][CH3:25])(=[O:23])=[O:22])=[CH:7][C:8]([N+:18]([O-:20])=[O:19])=[C:9]([CH:17]=1)[C:10]([O:12][C:13]([CH3:16])([CH3:15])[CH3:14])=[O:11].CCN(CC)CC.[CH3:36][S:37](Cl)(=[O:39])=[O:38], predict the reaction product. The product is: [CH3:36][S:37]([O:1][CH2:2][CH2:3][N:4]([CH2:26][CH2:27][O:28][S:21]([CH3:6])(=[O:23])=[O:22])[C:5]1[C:6]([S:21]([CH2:24][CH3:25])(=[O:23])=[O:22])=[CH:7][C:8]([N+:18]([O-:20])=[O:19])=[C:9]([CH:17]=1)[C:10]([O:12][C:13]([CH3:15])([CH3:14])[CH3:16])=[O:11])(=[O:39])=[O:38]. (7) Given the reactants [CH2:1]([O:5][C:6]1[N:14]=[C:13]2[C:9]([N:10]=[C:11]([O:22]C)[N:12]2[CH2:15][CH:16]2[CH2:21][CH2:20][CH2:19][O:18][CH2:17]2)=[C:8]([NH2:24])[N:7]=1)[CH2:2][CH2:3][CH3:4].Cl.O.[OH-].[Na+], predict the reaction product. The product is: [NH2:24][C:8]1[N:7]=[C:6]([O:5][CH2:1][CH2:2][CH2:3][CH3:4])[N:14]=[C:13]2[C:9]=1[NH:10][C:11](=[O:22])[N:12]2[CH2:15][CH:16]1[CH2:21][CH2:20][CH2:19][O:18][CH2:17]1. (8) Given the reactants [CH3:1][O:2][C:3]1[CH:8]=[C:7]([C:9]2[CH:10]=[C:11]([CH2:16]O)[CH:12]=[CH:13][C:14]=2[CH3:15])[CH:6]=[CH:5][N:4]=1.P(Br)(Br)[Br:19].O, predict the reaction product. The product is: [Br:19][CH2:16][C:11]1[CH:12]=[CH:13][C:14]([CH3:15])=[C:9]([C:7]2[CH:6]=[CH:5][N:4]=[C:3]([O:2][CH3:1])[CH:8]=2)[CH:10]=1.